Dataset: Peptide-MHC class II binding affinity with 134,281 pairs from IEDB. Task: Regression. Given a peptide amino acid sequence and an MHC pseudo amino acid sequence, predict their binding affinity value. This is MHC class II binding data. (1) The binding affinity (normalized) is 0.705. The MHC is HLA-DPA10201-DPB10101 with pseudo-sequence HLA-DPA10201-DPB10101. The peptide sequence is EKKYIAATQFEPLAA. (2) The binding affinity (normalized) is 0.443. The MHC is DRB1_0901 with pseudo-sequence DRB1_0901. The peptide sequence is GKLYSILKIQSPLFT. (3) The peptide sequence is GKAGCQTYKWETFLT. The MHC is DRB1_1201 with pseudo-sequence DRB1_1201. The binding affinity (normalized) is 0.0202. (4) The peptide sequence is KCRAPGGAKKPLRPR. The MHC is DRB4_0103 with pseudo-sequence DRB4_0103. The binding affinity (normalized) is 0.188. (5) The peptide sequence is FRSLFGGMSWITQGLLGA. The MHC is DRB1_0301 with pseudo-sequence DRB1_0301. The binding affinity (normalized) is 0.